Dataset: Catalyst prediction with 721,799 reactions and 888 catalyst types from USPTO. Task: Predict which catalyst facilitates the given reaction. (1) Reactant: [CH2:1]([O:3][C:4]([C:6]1[C:7]2[CH:15]=[CH:14][CH:13]=[CH:12][C:8]=2[S:9][C:10]=1[NH2:11])=[O:5])[CH3:2].[Br:16]N1C(=O)CCC1=O.C([O-])(O)=O.[Na+]. Product: [CH2:1]([O:3][C:4]([C:6]1[C:7]2[CH:15]=[CH:14][C:13]([Br:16])=[CH:12][C:8]=2[S:9][C:10]=1[NH2:11])=[O:5])[CH3:2]. The catalyst class is: 22. (2) Reactant: [Br:1][C:2]1[CH:3]=[N:4][CH:5]=[C:6]([CH:10]=1)[C:7](O)=[O:8].Cl.CN.O[N:15]1[C:19]2C=CC=CC=2N=N1.Cl.CN(C)CCCN=C=NCC.CN1CCOCC1. Product: [Br:1][C:2]1[CH:3]=[N:4][CH:5]=[C:6]([CH:10]=1)[C:7]([NH:15][CH3:19])=[O:8]. The catalyst class is: 3. (3) Reactant: Br[C:2]1[S:3][C:4]2[C:10]([N+:11]([O-:13])=[O:12])=[CH:9][CH:8]=[CH:7][C:5]=2[N:6]=1.[CH3:14][C:15]1[CH:20]=[C:19]([CH3:21])[CH:18]=[CH:17][C:16]=1[OH:22].C(=O)([O-])[O-].[K+].[K+]. Product: [CH3:14][C:15]1[CH:20]=[C:19]([CH3:21])[CH:18]=[CH:17][C:16]=1[O:22][C:2]1[S:3][C:4]2[C:10]([N+:11]([O-:13])=[O:12])=[CH:9][CH:8]=[CH:7][C:5]=2[N:6]=1. The catalyst class is: 18.